This data is from Full USPTO retrosynthesis dataset with 1.9M reactions from patents (1976-2016). The task is: Predict the reactants needed to synthesize the given product. (1) Given the product [CH2:1]([O:3][C:4]([C:6]1[CH:7]=[N:8][N:9]([C:11]2[N:15]([CH2:16][O:17][CH2:18][CH2:19][O:20][CH3:21])[C:14]3[CH:22]=[C:23]([S:30]([CH2:31][CH3:32])=[O:35])[C:24]([C:26]([F:29])([F:27])[F:28])=[CH:25][C:13]=3[N:12]=2)[CH:10]=1)=[O:5])[CH3:2].[CH2:1]([O:3][C:4]([C:6]1[CH:7]=[N:8][N:9]([C:11]2[N:15]([CH2:16][O:17][CH2:18][CH2:19][O:20][CH3:21])[C:14]3[CH:22]=[C:23]([S:37]([CH2:49][CH3:50])(=[O:39])=[O:36])[C:24]([C:26]([F:28])([F:29])[F:27])=[CH:25][C:13]=3[N:12]=2)[CH:10]=1)=[O:5])[CH3:2], predict the reactants needed to synthesize it. The reactants are: [CH2:1]([O:3][C:4]([C:6]1[CH:7]=[N:8][N:9]([C:11]2[N:15]([CH2:16][O:17][CH2:18][CH2:19][O:20][CH3:21])[C:14]3[CH:22]=[C:23]([S:30][CH2:31][CH3:32])[C:24]([C:26]([F:29])([F:28])[F:27])=[CH:25][C:13]=3[N:12]=2)[CH:10]=1)=[O:5])[CH3:2].CO.[OH:35][O:36][S:37]([O-:39])=O.[K+].S([O-])(O[O-])(=O)=O.[K+].[K+].[CH3:49][CH2:50]OC(C)=O. (2) Given the product [C:9]([N:12]1[C:21]2[C:16](=[CH:17][C:18]([C:22]3[CH2:27][CH2:26][N:25]([C:28]([O:30][C:31]([CH3:34])([CH3:33])[CH3:32])=[O:29])[CH2:24][CH:23]=3)=[CH:19][CH:20]=2)[C@H:15]([NH:35][C:2]2[CH:7]=[CH:6][CH:5]=[C:4]([CH3:8])[N:3]=2)[C@@H:14]([CH3:36])[C@@H:13]1[CH:37]1[CH2:38][CH2:39]1)(=[O:11])[CH3:10], predict the reactants needed to synthesize it. The reactants are: Cl[C:2]1[CH:7]=[CH:6][CH:5]=[C:4]([CH3:8])[N:3]=1.[C:9]([N:12]1[C:21]2[C:16](=[CH:17][C:18]([C:22]3[CH2:27][CH2:26][N:25]([C:28]([O:30][C:31]([CH3:34])([CH3:33])[CH3:32])=[O:29])[CH2:24][CH:23]=3)=[CH:19][CH:20]=2)[C@H:15]([NH2:35])[C@@H:14]([CH3:36])[C@@H:13]1[CH:37]1[CH2:39][CH2:38]1)(=[O:11])[CH3:10].CN(C1C(C2C(P(C3CCCCC3)C3CCCCC3)=CC=CC=2)=CC=CC=1)C.CC(C)([O-])C.[Na+]. (3) Given the product [C:11]([N:1]([C:22]([O:21][C:17]([CH3:20])([CH3:18])[CH3:19])=[O:23])[C@H:2]([C:8]([OH:10])=[O:9])[CH2:3][CH2:4][CH2:5][CH2:6][NH2:7])([O:13][C:17]([CH3:20])([CH3:19])[CH3:18])=[O:14], predict the reactants needed to synthesize it. The reactants are: [NH2:1][C@H:2]([C:8]([OH:10])=[O:9])[CH2:3][CH2:4][CH2:5][CH2:6][NH2:7].[C:11](=[O:14])([O-:13])[O-].[Na+].[Na+].[C:17]([O:21][C:22](O[C:22]([O:21][C:17]([CH3:20])([CH3:19])[CH3:18])=[O:23])=[O:23])([CH3:20])([CH3:19])[CH3:18].Cl. (4) Given the product [O:10]=[CH:11][C@H:12]([C@H:13]([C@@H:14]([C@@H:15]([CH2:17][OH:18])[OH:16])[OH:19])[OH:20])[OH:22], predict the reactants needed to synthesize it. The reactants are: CN[C@@H]1[C@@H](O)[C@H]([O:10][C@@H:11]2[O:16][C@H:15]([CH2:17][OH:18])[C@H:14]([OH:19])[C@@H:13]3[O:20]C4(O[C@H]([C@@H](N)CO)[C@H](O)[C@@H](O)[C@H]4O)[O:22][C@H:12]23)[C@@H](O)[C@H](N)C1.C1[C@H](N)[C@@H](O[C@H]2O[C@H](CN)[C@@H](O)[C@H](O)[C@H]2O)[C@H](O)[C@@H](O[C@H]2O[C@H](CO)[C@@H](O)[C@H](N)[C@H]2O)[C@@H]1N.C[C@@H]1C[C@@H]([C@H](O)CC2CC(=O)NC(=O)C2)C(=O)[C@@H](C)C1. (5) Given the product [Cl:1][C:2]1[CH:3]=[N:4][C:5]([N:11]2[CH2:15][CH2:14][CH:13]([O:16][C:17]3[CH:18]=[C:19]([CH3:23])[CH:20]=[CH:21][CH:22]=3)[CH2:12]2)=[C:6]([CH:10]=1)[C:7]([NH:25][C:26]1([C:29]2[CH:38]=[CH:37][C:32]([C:33]([O:35][CH3:36])=[O:34])=[CH:31][CH:30]=2)[CH2:28][CH2:27]1)=[O:9], predict the reactants needed to synthesize it. The reactants are: [Cl:1][C:2]1[CH:3]=[N:4][C:5]([N:11]2[CH2:15][CH2:14][CH:13]([O:16][C:17]3[CH:18]=[C:19]([CH3:23])[CH:20]=[CH:21][CH:22]=3)[CH2:12]2)=[C:6]([CH:10]=1)[C:7]([OH:9])=O.Cl.[NH2:25][C:26]1([C:29]2[CH:38]=[CH:37][C:32]([C:33]([O:35][CH3:36])=[O:34])=[CH:31][CH:30]=2)[CH2:28][CH2:27]1. (6) The reactants are: [Br:1][C:2]1[CH:7]=[CH:6][C:5]([OH:8])=[CH:4][CH:3]=1.[CH3:9][O:10][C:11]1[CH:12]=[C:13]([CH:16]=[CH:17][CH:18]=1)[CH2:14]Cl. Given the product [Br:1][C:2]1[CH:7]=[CH:6][C:5]([OH:8])=[C:4]([CH2:14][C:13]2[CH:16]=[CH:17][CH:18]=[C:11]([O:10][CH3:9])[CH:12]=2)[CH:3]=1, predict the reactants needed to synthesize it. (7) The reactants are: [CH3:1][N:2]([CH3:31])[C:3]1[CH:4]=[C:5]([F:30])[C:6]2[N:7](C(OC(C)(C)C)=O)[C:8]3[C:13]([S:14][C:15]=2[CH:16]=1)=[CH:12][C:11]([N:17]1[CH2:22][CH2:21][O:20][CH2:19][CH2:18]1)=[CH:10][CH:9]=3.[Cl:32]CCl. Given the product [Cl-:32].[CH3:1][N:2]([CH3:31])[C:3]1[CH:4]=[C:5]([F:30])[C:6]2[C:15]([CH:16]=1)=[S+:14][C:13]1[C:8](=[CH:9][CH:10]=[C:11]([N:17]3[CH2:22][CH2:21][O:20][CH2:19][CH2:18]3)[CH:12]=1)[N:7]=2, predict the reactants needed to synthesize it. (8) Given the product [C:3]([O:7][C:8]([NH:10][CH2:11][C:12]1[CH:13]=[CH:14][C:15]([CH:18]([OH:25])[CH2:19][C:20]([O:22][CH2:23][CH3:24])=[O:21])=[CH:16][CH:17]=1)=[O:9])([CH3:5])([CH3:6])[CH3:4], predict the reactants needed to synthesize it. The reactants are: [BH4-].[Na+].[C:3]([O:7][C:8]([NH:10][CH2:11][C:12]1[CH:17]=[CH:16][C:15]([C:18](=[O:25])[CH2:19][C:20]([O:22][CH2:23][CH3:24])=[O:21])=[CH:14][CH:13]=1)=[O:9])([CH3:6])([CH3:5])[CH3:4].CCCCCC.C(OCC)(=O)C.